From a dataset of Retrosynthesis with 50K atom-mapped reactions and 10 reaction types from USPTO. Predict the reactants needed to synthesize the given product. Given the product CCCS(=O)(=O)N1CCN(Cc2cnc(NC(=O)N(C3CCCCC3)C3CCCCC3)s2)CC1, predict the reactants needed to synthesize it. The reactants are: CCCS(=O)(=O)N1CCNCC1.O=Cc1cnc(NC(=O)N(C2CCCCC2)C2CCCCC2)s1.